From a dataset of Full USPTO retrosynthesis dataset with 1.9M reactions from patents (1976-2016). Predict the reactants needed to synthesize the given product. (1) Given the product [NH2:20][CH2:19][C:13]1([OH:16])[CH2:12][CH2:11][CH:10]([CH2:9][O:8][CH2:1][C:2]2[CH:7]=[CH:6][CH:5]=[CH:4][CH:3]=2)[CH2:15][CH2:14]1, predict the reactants needed to synthesize it. The reactants are: [CH2:1]([O:8][CH2:9][CH:10]1[CH2:15][CH2:14][C:13](=[O:16])[CH2:12][CH2:11]1)[C:2]1[CH:7]=[CH:6][CH:5]=[CH:4][CH:3]=1.C[Si](C)(C)[C:19]#[N:20].[H-].[Al+3].[Li+].[H-].[H-].[H-]. (2) The reactants are: [OH-].[K+].[I:3][C:4]1[C:12]2[C:7](=[CH:8][CH:9]=[C:10]([N+:13]([O-:15])=[O:14])[CH:11]=2)[NH:6][N:5]=1.[CH3:16][Si:17]([CH3:24])([CH3:23])[CH2:18][CH2:19][O:20][CH2:21]Cl. Given the product [I:3][C:4]1[C:12]2[C:7](=[CH:8][CH:9]=[C:10]([N+:13]([O-:15])=[O:14])[CH:11]=2)[N:6]([CH2:21][O:20][CH2:19][CH2:18][Si:17]([CH3:24])([CH3:23])[CH3:16])[N:5]=1, predict the reactants needed to synthesize it. (3) The reactants are: [OH:1][C:2]1[CH:11]=[C:10]2[C:5]([CH2:6][CH2:7][CH2:8][C:9]2=[O:12])=[CH:4][CH:3]=1.C(=O)([O-])[O-].[Cs+].[Cs+].I[CH:20]([CH3:22])[CH3:21]. Given the product [CH3:21][CH:20]([O:1][C:2]1[CH:11]=[C:10]2[C:5]([CH2:6][CH2:7][CH2:8][C:9]2=[O:12])=[CH:4][CH:3]=1)[CH3:22], predict the reactants needed to synthesize it. (4) Given the product [CH2:16]([N:23]1[CH2:28][CH2:27][S:25][C:24]1=[N:13][C:11]([C:6]1[CH:7]=[N:8][CH:9]=[CH:10][C:5]=1[C:4]([F:3])([F:14])[F:15])=[O:12])[C:17]1[CH:22]=[CH:21][CH:20]=[CH:19][CH:18]=1, predict the reactants needed to synthesize it. The reactants are: [H-].[Na+].[F:3][C:4]([F:15])([F:14])[C:5]1[CH:10]=[CH:9][N:8]=[CH:7][C:6]=1[C:11]([NH2:13])=[O:12].[CH2:16]([N:23]=[C:24]=[S:25])[C:17]1[CH:22]=[CH:21][CH:20]=[CH:19][CH:18]=1.Br[CH2:27][CH2:28]Br. (5) Given the product [F:3][C:4]1[C:9]([F:10])=[CH:8][CH:7]=[CH:6][C:5]=1[CH:11]([O:25][CH2:27][C:28]([O:30][CH2:31][CH3:32])=[O:29])[C@@H:12]1[CH2:17][CH2:16][CH2:15][N:14]([C:18]([O:20][C:21]([CH3:22])([CH3:24])[CH3:23])=[O:19])[CH2:13]1, predict the reactants needed to synthesize it. The reactants are: [H-].[Na+].[F:3][C:4]1[C:9]([F:10])=[CH:8][CH:7]=[CH:6][C:5]=1[CH:11]([OH:25])[C@@H:12]1[CH2:17][CH2:16][CH2:15][N:14]([C:18]([O:20][C:21]([CH3:24])([CH3:23])[CH3:22])=[O:19])[CH2:13]1.Br[CH2:27][C:28]([O:30][CH2:31][CH3:32])=[O:29].[NH4+].[Cl-]. (6) Given the product [CH3:1][S:2]([N:13]1[CH2:14][CH2:15][CH:16]([CH:19]2[O:32][CH2:31][C:30]3[C:29]4[C:24](=[CH:25][CH:26]=[CH:27][CH:28]=4)[C:23](=[O:33])[NH:22][C:21]=3[CH2:20]2)[CH2:17][CH2:18]1)(=[O:4])=[O:3], predict the reactants needed to synthesize it. The reactants are: [CH3:1][S:2](Cl)(=[O:4])=[O:3].FC(F)(F)C(O)=O.[NH:13]1[CH2:18][CH2:17][CH:16]([CH:19]2[O:32][CH2:31][C:30]3[C:29]4[C:24](=[CH:25][CH:26]=[CH:27][CH:28]=4)[C:23](=[O:33])[NH:22][C:21]=3[CH2:20]2)[CH2:15][CH2:14]1.C(OCC)(=O)C. (7) Given the product [CH3:61][O:60][C:58]([NH:57][C@H:53]([C:54]1[CH:55]=[CH:70][CH:69]=[CH:68][CH:56]=1)[C:52]([N:47]1[C@H:46]([C:44]2[NH:43][C:42]3[C:63]4[C:38](=[CH:37][C:36]([C:31]5[CH:32]=[C:33]6[C:28](=[CH:29][CH:30]=5)[C:26]5[NH:27][C:23]([C@@H:6]7[CH2:5][C@H:4]([CH2:3][O:2][CH3:1])[CH2:8][N:7]7[C:9](=[O:22])[C@@H:10]([NH:17][C:18](=[O:21])[O:19][CH3:20])[CH:11]([CH3:16])[CH3:12])=[N:24][C:25]=5[CH:35]=[CH:34]6)=[CH:65][CH:64]=4)[CH:39]=[CH:40][C:41]=3[N:45]=2)[CH2:51][C@@H:50]2[C@H:48]1[CH2:49]2)=[O:62])=[O:59], predict the reactants needed to synthesize it. The reactants are: [CH3:1][O:2][CH2:3][C@@H:4]1[CH2:8][N:7]([C:9](=[O:22])[C@H:10]([NH:17][C:18](=[O:21])[O:19][CH3:20])[C:11]2[CH:16]=CC=C[CH:12]=2)[C@H:6]([C:23]2[NH:27][C:26]3[C:28]4[C:33]([CH:34]=[CH:35][C:25]=3[N:24]=2)=[CH:32][C:31]([C:36]2[CH:37]=[C:38]3[C:63](=[CH:64][CH:65]=2)[C:42]2[NH:43][C:44]([C@@H:46]5[CH2:51][C@@H:50]6[C@@H:48]([CH2:49]6)[N:47]5[C:52](=[O:62])[C@@H:53]([NH:57][C:58]([O:60][CH3:61])=[O:59])[CH:54]([CH3:56])[CH3:55])=[N:45][C:41]=2[CH:40]=[CH:39]3)=[CH:30][CH:29]=4)[CH2:5]1.CO[CH2:68][C@@H:69]1CN(C(=O)[C@@H](NC(=O)OC)C(C)C)[C@H](C2NC3C4C(C=CC=3N=2)=CC(B2OC(C)(C)C(C)(C)O2)=CC=4)[CH2:70]1.CC1(C)C(C)(C)OB(C2C=C3C(=CC=2)C2NC([C@@H]4C[C@@H]5[C@@H](C5)N4C(OC(C)(C)C)=O)=NC=2C=C3)O1. (8) The reactants are: [C:1]([CH2:3][C:4]([OH:6])=O)#N.[C:7]1([C:13]2[CH:22]=C(C(O)=O)[C:20]3[C:15](=C[CH:17]=[CH:18][CH:19]=3)[N:14]=2)[CH:12]=[CH:11][CH:10]=[CH:9][CH:8]=1.CN(C(ON1N=NC2C=CC=CC1=2)=[N+](C)C)C.F[P-](F)(F)(F)(F)F.CCN(C(C)C)C(C)C.C(CC(NC1C=CC2C=CS(=O)(=O)C=2C=1)=O)#N.[CH3:76][C@H:77]([NH2:84])[C:78]1[CH:83]=[CH:82][CH:81]=[CH:80][CH:79]=1.ClC1C=CC(O)=C(C=1)C(O)=O. Given the product [C:78]1([C@@H:77]([NH:84][C:4]([C:3]2[C:1]3[C:15](=[CH:20][CH:19]=[CH:18][CH:17]=3)[N:14]=[C:13]([C:7]3[CH:8]=[CH:9][CH:10]=[CH:11][CH:12]=3)[CH:22]=2)=[O:6])[CH3:76])[CH:83]=[CH:82][CH:81]=[CH:80][CH:79]=1, predict the reactants needed to synthesize it. (9) Given the product [OH:12][C:13]1[CH:22]=[C:21]2[C:16]([C:17](=[O:23])[NH:18][CH:19]=[N:20]2)=[C:15]([O:24][CH:25]([CH3:27])[CH3:26])[CH:14]=1, predict the reactants needed to synthesize it. The reactants are: C([O-])=O.[NH4+].C([O:12][C:13]1[CH:22]=[C:21]2[C:16]([C:17](=[O:23])[NH:18][CH:19]=[N:20]2)=[C:15]([O:24][CH:25]([CH3:27])[CH3:26])[CH:14]=1)C1C=CC=CC=1. (10) Given the product [NH2:30][C:26]1[CH:25]=[C:24]([C:22]([C:16]2[C:15]([NH:11][S:8]([C:5]3[CH:6]=[CH:7][C:2]([Cl:1])=[C:3]([C:35]([F:37])([F:38])[F:36])[CH:4]=3)(=[O:10])=[O:9])=[CH:20][C:19]([CH3:21])=[CH:18][N:17]=2)=[O:23])[CH:29]=[CH:28][N:27]=1, predict the reactants needed to synthesize it. The reactants are: [Cl:1][C:2]1[CH:7]=[CH:6][C:5]([S:8]([N:11]([C:15]2[C:16]([C:22]([C:24]3[CH:29]=[CH:28][N:27]=[C:26]([N:30]=CN(C)C)[CH:25]=3)=[O:23])=[N:17][CH:18]=[C:19]([CH3:21])[CH:20]=2)COC)(=[O:10])=[O:9])=[CH:4][C:3]=1[C:35]([F:38])([F:37])[F:36].C([O-])(O)=O.[Na+].